This data is from Full USPTO retrosynthesis dataset with 1.9M reactions from patents (1976-2016). The task is: Predict the reactants needed to synthesize the given product. (1) Given the product [NH2:18][C:16]1[N:15]=[C:14]2[N:21]([CH:24]([CH3:25])[CH3:26])[CH:22]=[N:23][C:13]2=[C:12]([NH:11][CH2:4][C:5]2[CH:10]=[CH:9][CH:8]=[CH:7][CH:6]=2)[CH:17]=1, predict the reactants needed to synthesize it. The reactants are: Cl.[NH4+].[Cl-].[CH2:4]([NH:11][C:12]1[CH:17]=[C:16]([N+:18]([O-])=O)[N:15]=[C:14]2[N:21]([CH:24]([CH3:26])[CH3:25])[CH:22]=[N:23][C:13]=12)[C:5]1[CH:10]=[CH:9][CH:8]=[CH:7][CH:6]=1. (2) Given the product [CH3:1][C:2]1[S:6][C:5]([CH:7]=[N:9][OH:10])=[CH:4][CH:3]=1, predict the reactants needed to synthesize it. The reactants are: [CH3:1][C:2]1[S:6][C:5]([CH:7]=O)=[CH:4][CH:3]=1.[NH2:9][OH:10].Cl.N1C=CC=CC=1. (3) Given the product [NH2:11][C@@:12]([CH3:25])([CH2:16][C:17]1[CH:18]=[CH:19][C:20]([O:23][CH3:24])=[CH:21][CH:22]=1)[C:13]([NH2:15])=[O:14], predict the reactants needed to synthesize it. The reactants are: C([C@H]([NH:11][C@@:12]([CH3:25])([CH2:16][C:17]1[CH:22]=[CH:21][C:20]([O:23][CH3:24])=[CH:19][CH:18]=1)[C:13]([NH2:15])=[O:14])C1C=CC=CC=1)(=O)N.C([O-])=O.[NH4+].C1(CC(N)=O)C=CC=CC=1. (4) The reactants are: Br[C:2]1[CH:11]=[C:10]2[C:5]([C:6]([CH3:14])([CH3:13])[CH2:7][N:8]([CH3:12])[CH2:9]2)=[CH:4][CH:3]=1.CC1(C)C(C)(C)OB(B2OC(C)(C)C(C)(C)O2)O1.CC([O-])=O.[K+].Cl[C:39]1[CH:44]=[C:43]([N:45]2[CH2:50][CH2:49][N:48]([C:51]3[C:56]([C:57]([F:60])([F:59])[F:58])=[CH:55][CH:54]=[CH:53][N:52]=3)[CH2:47][CH2:46]2)[N:42]=[C:41]([N:61]2[CH2:65][CH2:64][CH2:63][CH:62]2[CH3:66])[N:40]=1.C([O-])([O-])=O.[Cs+].[Cs+]. Given the product [CH3:12][N:8]1[CH2:7][C:6]([CH3:14])([CH3:13])[C:5]2[C:10](=[CH:11][C:2]([C:39]3[CH:44]=[C:43]([N:45]4[CH2:50][CH2:49][N:48]([C:51]5[C:56]([C:57]([F:58])([F:59])[F:60])=[CH:55][CH:54]=[CH:53][N:52]=5)[CH2:47][CH2:46]4)[N:42]=[C:41]([N:61]4[CH2:65][CH2:64][CH2:63][CH:62]4[CH3:66])[N:40]=3)=[CH:3][CH:4]=2)[CH2:9]1, predict the reactants needed to synthesize it. (5) Given the product [CH3:1][O:2][C:3]1[N:8]=[C:7]([O:9][CH3:10])[C:6]([C:15]2[N:16]=[N:17][CH:18]=[CH:19][CH:20]=2)=[CH:5][N:4]=1, predict the reactants needed to synthesize it. The reactants are: [CH3:1][O:2][C:3]1[N:8]=[C:7]([O:9][CH3:10])[C:6](B(O)O)=[CH:5][N:4]=1.I[C:15]1[N:16]=[N:17][CH:18]=[CH:19][CH:20]=1.C([O-])([O-])=O.[Na+].[Na+].C1C=CC(P(C2C=CC=CC=2)C2C=CC=CC=2)=CC=1. (6) Given the product [CH3:16][N:17]([CH:19]=[C:8]1[C:9](=[O:10])[C:4]2=[N:3][O:2][N:1]=[C:5]2[CH2:6][CH2:7]1)[CH3:18], predict the reactants needed to synthesize it. The reactants are: [N:1]1[O:2][N:3]=[C:4]2[C:9](=[O:10])[CH2:8][CH2:7][CH2:6][C:5]=12.CC(O[CH:16](N(C)C)[N:17]([CH3:19])[CH3:18])(C)C. (7) Given the product [Br-:21].[Br:21][C:22]1[CH:23]=[C:24]2[C:28](=[CH:29][CH:30]=1)[NH:27][N:26]=[C:25]2[CH2:31][P+:8]([C:2]1[CH:3]=[CH:4][CH:5]=[CH:6][CH:7]=1)([C:9]1[CH:14]=[CH:13][CH:12]=[CH:11][CH:10]=1)[C:15]1[CH:16]=[CH:17][CH:18]=[CH:19][CH:20]=1, predict the reactants needed to synthesize it. The reactants are: [Br-].[C:2]1([PH+:8]([C:15]2[CH:20]=[CH:19][CH:18]=[CH:17][CH:16]=2)[C:9]2[CH:14]=[CH:13][CH:12]=[CH:11][CH:10]=2)[CH:7]=[CH:6][CH:5]=[CH:4][CH:3]=1.[Br:21][C:22]1[CH:23]=[C:24]2[C:28](=[CH:29][CH:30]=1)[NH:27][N:26]=[C:25]2[CH2:31]O.